From a dataset of Peptide-MHC class II binding affinity with 134,281 pairs from IEDB. Regression. Given a peptide amino acid sequence and an MHC pseudo amino acid sequence, predict their binding affinity value. This is MHC class II binding data. (1) The peptide sequence is EKKYFAATQAEPLAA. The MHC is DRB1_1602 with pseudo-sequence DRB1_1602. The binding affinity (normalized) is 0.743. (2) The peptide sequence is STGEAHLAEENEGDN. The MHC is DRB4_0103 with pseudo-sequence DRB4_0103. The binding affinity (normalized) is 0. (3) The peptide sequence is EITGIMKDFDEPGHL. The MHC is DRB3_0101 with pseudo-sequence DRB3_0101. The binding affinity (normalized) is 0.356. (4) The peptide sequence is MELQIVDKIDAAFKI. The MHC is DRB1_1302 with pseudo-sequence DRB1_1302. The binding affinity (normalized) is 0.400. (5) The binding affinity (normalized) is 0.136. The MHC is DRB3_0202 with pseudo-sequence DRB3_0202. The peptide sequence is IQLKCSDSMPCKDIK. (6) The peptide sequence is DPWTIYAIGGSSNPT. The MHC is DRB1_0101 with pseudo-sequence DRB1_0101. The binding affinity (normalized) is 0.581. (7) The peptide sequence is PAVKYIEPDMIVNAT. The MHC is HLA-DQA10401-DQB10402 with pseudo-sequence HLA-DQA10401-DQB10402. The binding affinity (normalized) is 0.336. (8) The peptide sequence is KLMNSPEFHLVFGNC. The MHC is HLA-DQA10102-DQB10602 with pseudo-sequence HLA-DQA10102-DQB10602. The binding affinity (normalized) is 0.324.